From a dataset of NCI-60 drug combinations with 297,098 pairs across 59 cell lines. Regression. Given two drug SMILES strings and cell line genomic features, predict the synergy score measuring deviation from expected non-interaction effect. (1) Drug 2: CN(C)C1=NC(=NC(=N1)N(C)C)N(C)C. Drug 1: C1CC(=O)NC(=O)C1N2CC3=C(C2=O)C=CC=C3N. Synergy scores: CSS=-1.12, Synergy_ZIP=2.33, Synergy_Bliss=2.15, Synergy_Loewe=-2.09, Synergy_HSA=-2.78. Cell line: UACC-257. (2) Drug 1: C1=CC(=C2C(=C1NCCNCCO)C(=O)C3=C(C=CC(=C3C2=O)O)O)NCCNCCO. Drug 2: CC(CN1CC(=O)NC(=O)C1)N2CC(=O)NC(=O)C2. Cell line: OVCAR-5. Synergy scores: CSS=39.5, Synergy_ZIP=2.41, Synergy_Bliss=5.04, Synergy_Loewe=4.54, Synergy_HSA=7.95. (3) Drug 1: CC1=C(C(=CC=C1)Cl)NC(=O)C2=CN=C(S2)NC3=CC(=NC(=N3)C)N4CCN(CC4)CCO. Drug 2: CC12CCC3C(C1CCC2O)C(CC4=C3C=CC(=C4)O)CCCCCCCCCS(=O)CCCC(C(F)(F)F)(F)F. Cell line: MDA-MB-435. Synergy scores: CSS=-1.28, Synergy_ZIP=1.73, Synergy_Bliss=3.03, Synergy_Loewe=-2.00, Synergy_HSA=-0.777. (4) Cell line: SNB-75. Drug 1: CNC(=O)C1=NC=CC(=C1)OC2=CC=C(C=C2)NC(=O)NC3=CC(=C(C=C3)Cl)C(F)(F)F. Drug 2: COCCOC1=C(C=C2C(=C1)C(=NC=N2)NC3=CC=CC(=C3)C#C)OCCOC.Cl. Synergy scores: CSS=1.45, Synergy_ZIP=1.20, Synergy_Bliss=3.53, Synergy_Loewe=-0.453, Synergy_HSA=0.679.